Dataset: Full USPTO retrosynthesis dataset with 1.9M reactions from patents (1976-2016). Task: Predict the reactants needed to synthesize the given product. (1) Given the product [CH2:27]([O:2][C:3]1[C:8]([CH:9]2[CH2:10][CH2:11][N:12]([CH:15]3[CH2:21][CH2:20][CH2:19][N:18]([C:22]([O:24][CH2:25][CH3:26])=[O:23])[CH2:17][CH2:16]3)[CH2:13][CH2:14]2)=[CH:7][CH:6]=[CH:5][N:4]=1)[CH3:28].[CH2:27]([N:4]1[CH:5]=[CH:6][CH:7]=[C:8]([CH:9]2[CH2:10][CH2:11][N:12]([CH:15]3[CH2:21][CH2:20][CH2:19][N:18]([C:22]([O:24][CH2:25][CH3:26])=[O:23])[CH2:17][CH2:16]3)[CH2:13][CH2:14]2)[C:3]1=[O:2])[CH3:28], predict the reactants needed to synthesize it. The reactants are: Cl.[OH:2][C:3]1[C:8]([CH:9]2[CH2:14][CH2:13][N:12]([CH:15]3[CH2:21][CH2:20][CH2:19][N:18]([C:22]([O:24][CH2:25][CH3:26])=[O:23])[CH2:17][CH2:16]3)[CH2:11][CH2:10]2)=[CH:7][CH:6]=[CH:5][N:4]=1.[CH2:27](I)[CH3:28]. (2) The reactants are: [Br:1][C:2]1[C:3]([N:12]2[CH2:17][CH2:16][N:15]([CH2:18][C:19]3[CH:20]=[N:21][CH:22]=[CH:23][CH:24]=3)[CH2:14][CH2:13]2)=[C:4]([N+:9]([O-])=O)[C:5]([NH2:8])=[N:6][CH:7]=1.[CH3:25][N:26]([CH3:35])[C:27]1[CH:34]=[CH:33][C:30]([CH:31]=O)=[CH:29][CH:28]=1.[O-]S(S([O-])=O)=O.[Na+].[Na+]. Given the product [Br:1][C:2]1[C:3]([N:12]2[CH2:17][CH2:16][N:15]([CH2:18][C:19]3[CH:20]=[N:21][CH:22]=[CH:23][CH:24]=3)[CH2:14][CH2:13]2)=[C:4]2[N:9]=[C:31]([C:30]3[CH:33]=[CH:34][C:27]([N:26]([CH3:35])[CH3:25])=[CH:28][CH:29]=3)[NH:8][C:5]2=[N:6][CH:7]=1, predict the reactants needed to synthesize it. (3) Given the product [CH:1]([C:4]1[C:9]([CH2:10][NH:11][C:12](=[O:13])[O:14][C:15]([CH3:18])([CH3:17])[CH3:16])=[CH:8][N:7]=[CH:6][N:5]=1)([CH3:3])[CH3:2], predict the reactants needed to synthesize it. The reactants are: [CH:1]([C:4]1[C:9]([CH2:10][NH2:11])=[CH:8][N:7]=[CH:6][N:5]=1)([CH3:3])[CH3:2].[C:12](O[C:12]([O:14][C:15]([CH3:18])([CH3:17])[CH3:16])=[O:13])([O:14][C:15]([CH3:18])([CH3:17])[CH3:16])=[O:13].C(N(CC)CC)C.C(OCC)(=O)C. (4) Given the product [CH3:33][S:34]([O:32][CH2:31][CH2:30][C:3]1[CH:4]=[C:5]([NH:8][C:9]2[N:18]=[CH:17][C:16]3[CH2:15][C@@H:14]([C:19]4[CH:24]=[CH:23][CH:22]=[CH:21][C:20]=4[F:25])[C:13]4[CH:26]=[CH:27][CH:28]=[CH:29][C:12]=4[C:11]=3[N:10]=2)[CH:6]=[CH:7][C:2]=1[F:1])(=[O:36])=[O:35], predict the reactants needed to synthesize it. The reactants are: [F:1][C:2]1[CH:7]=[CH:6][C:5]([NH:8][C:9]2[N:18]=[CH:17][C:16]3[CH2:15][C@@H:14]([C:19]4[CH:24]=[CH:23][CH:22]=[CH:21][C:20]=4[F:25])[C:13]4[CH:26]=[CH:27][CH:28]=[CH:29][C:12]=4[C:11]=3[N:10]=2)=[CH:4][C:3]=1[CH2:30][CH2:31][OH:32].[CH3:33][S:34](Cl)(=[O:36])=[O:35]. (5) Given the product [CH2:33]([O:32][C@H:13]1[C@H:14]([O:24][CH2:25][C:26]2[CH:31]=[CH:30][CH:29]=[CH:28][CH:27]=2)[C@@H:15]([O:16][CH2:17][C:18]2[CH:19]=[CH:20][CH:21]=[CH:22][CH:23]=2)[C@H:10]([C:5]2[CH:4]=[C:3]([CH2:49][C:50]3[CH:51]=[CH:52][C:53]([CH2:56][CH3:57])=[CH:54][CH:55]=3)[C:2]([Cl:1])=[CH:7][C:6]=2[CH2:8][O:9][CH2:93][C:89]([F:92])([F:91])[F:90])[O:11][C@@H:12]1[CH2:40][O:41][CH2:42][C:43]1[CH:44]=[CH:45][CH:46]=[CH:47][CH:48]=1)[C:34]1[CH:39]=[CH:38][CH:37]=[CH:36][CH:35]=1, predict the reactants needed to synthesize it. The reactants are: [Cl:1][C:2]1[C:3]([CH2:49][C:50]2[CH:55]=[CH:54][C:53]([CH2:56][CH3:57])=[CH:52][CH:51]=2)=[CH:4][C:5]([C@H:10]2[C@H:15]([O:16][CH2:17][C:18]3[CH:23]=[CH:22][CH:21]=[CH:20][CH:19]=3)[C@@H:14]([O:24][CH2:25][C:26]3[CH:31]=[CH:30][CH:29]=[CH:28][CH:27]=3)[C@H:13]([O:32][CH2:33][C:34]3[CH:39]=[CH:38][CH:37]=[CH:36][CH:35]=3)[C@@H:12]([CH2:40][O:41][CH2:42][C:43]3[CH:48]=[CH:47][CH:46]=[CH:45][CH:44]=3)[O:11]2)=[C:6]([CH2:8][OH:9])[CH:7]=1.C1CCN(C(N=NC(N2CCCCC2)=O)=O)CC1.P(CCCC)(CCCC)CCCC.[C:89]([CH2:93]O)([F:92])([F:91])[F:90]. (6) Given the product [N+:21]([C:24]1[CH:25]=[CH:26][C:27]([C:28]([O:1][C@H:2]2[CH2:3][CH2:4][C:5]([CH3:20])([CH3:19])[C@H:6]([N:8]3[C:16](=[O:17])[C:15]4[C:10](=[CH:11][CH:12]=[CH:13][CH:14]=4)[C:9]3=[O:18])[CH2:7]2)=[O:29])=[CH:31][CH:32]=1)([O-:23])=[O:22], predict the reactants needed to synthesize it. The reactants are: [OH:1][C@@H:2]1[CH2:7][C@H:6]([N:8]2[C:16](=[O:17])[C:15]3[C:10](=[CH:11][CH:12]=[CH:13][CH:14]=3)[C:9]2=[O:18])[C:5]([CH3:20])([CH3:19])[CH2:4][CH2:3]1.[N+:21]([C:24]1[CH:32]=[CH:31][C:27]([C:28](O)=[O:29])=[CH:26][CH:25]=1)([O-:23])=[O:22].C1(P(C2C=CC=CC=2)C2C=CC=CC=2)C=CC=CC=1.N(C(OCC)=O)=NC(OCC)=O.C1(C)C=CC=CC=1. (7) The reactants are: [CH3:1][C:2]1[N:3]2[C:7]([CH:8]=[CH:9][CH:10]=1)=[CH:6][C:5]([C:11]1[CH:16]=[CH:15][C:14]([O:17]C)=[CH:13][CH:12]=1)=[CH:4]2.Br. Given the product [CH3:1][C:2]1[N:3]2[C:7]([CH:8]=[CH:9][CH:10]=1)=[CH:6][C:5]([C:11]1[CH:16]=[CH:15][C:14]([OH:17])=[CH:13][CH:12]=1)=[CH:4]2, predict the reactants needed to synthesize it.